This data is from Full USPTO retrosynthesis dataset with 1.9M reactions from patents (1976-2016). The task is: Predict the reactants needed to synthesize the given product. (1) Given the product [Br:1][C:2]1[C:3]([CH3:14])=[CH:4][C:5]([C:8]([OH:20])([OH:13])[C:9]([F:10])([F:11])[F:12])=[N:6][CH:7]=1, predict the reactants needed to synthesize it. The reactants are: [Br:1][C:2]1[C:3]([CH3:14])=[CH:4][C:5]([CH:8]([OH:13])[C:9]([F:12])([F:11])[F:10])=[N:6][CH:7]=1.ClCCl.CC(OI1(OC(C)=O)(OC(C)=O)OC(=O)C2C=CC=CC1=2)=[O:20].S([O-])([O-])(=O)=S.[Na+].[Na+]. (2) Given the product [OH:3][C@@H:4]([C@H:8]([C:9]([N:17]1[CH2:21][CH2:20][CH2:19][CH:18]1[C:22]1[CH:23]=[N:24][CH:25]=[CH:26][CH:27]=1)=[O:11])[CH2:12][CH2:13][CH2:14][CH3:15])[C:5]([OH:6])=[O:7], predict the reactants needed to synthesize it. The reactants are: CC1(C)[O:6][C:5](=[O:7])[CH:4]([CH:8]([CH2:12][CH2:13][CH2:14][CH3:15])[C:9]([OH:11])=O)[O:3]1.[NH:17]1[CH2:21][CH2:20][CH2:19][CH:18]1[C:22]1[CH:23]=[N:24][CH:25]=[CH:26][CH:27]=1. (3) Given the product [F:64][C:63]([F:66])([F:65])[C:61]([OH:67])=[O:62].[CH3:1][NH:2][C:3]1[N:8]=[C:7]([CH2:9][CH2:10][O:11][C:32]2[CH:37]=[CH:36][C:35]([CH:38]3[CH2:40][CH:39]3[CH2:41][C:42]([OH:44])=[O:43])=[CH:34][CH:33]=2)[CH:6]=[CH:5][CH:4]=1, predict the reactants needed to synthesize it. The reactants are: [CH3:1][NH:2][C:3]1[N:8]=[C:7]([CH2:9][CH2:10][OH:11])[CH:6]=[CH:5][CH:4]=1.C1C=CC(P(C2C=CC=CC=2)C2C=CC=CC=2)=CC=1.O[C:32]1[CH:37]=[CH:36][C:35]([CH:38]2[CH2:40][CH:39]2[CH2:41][C:42]([O:44]CC)=[O:43])=[CH:34][CH:33]=1.N(C(OC(C)C)=O)=NC(OC(C)C)=O.[C:61]([OH:67])([C:63]([F:66])([F:65])[F:64])=[O:62].